From a dataset of Forward reaction prediction with 1.9M reactions from USPTO patents (1976-2016). Predict the product of the given reaction. (1) Given the reactants Br[C:2]1[CH:3]=[N:4][CH:5]=[C:6]([C:8]([F:11])([F:10])[F:9])[CH:7]=1.[B:12]1([B:12]2[O:16][C:15]([CH3:18])([CH3:17])[C:14]([CH3:20])([CH3:19])[O:13]2)[O:16][C:15]([CH3:18])([CH3:17])[C:14]([CH3:20])([CH3:19])[O:13]1.C([O-])(=O)C.[K+], predict the reaction product. The product is: [CH3:19][C:14]1([CH3:20])[C:15]([CH3:18])([CH3:17])[O:16][B:12]([C:2]2[CH:3]=[N:4][CH:5]=[C:6]([C:8]([F:11])([F:10])[F:9])[CH:7]=2)[O:13]1. (2) Given the reactants Br[C:2]1[C:7]([C:8]#[N:9])=[C:6]([N:10]2[CH2:15][CH2:14][CH:13]([C:16]3[CH:21]=[CH:20][CH:19]=[CH:18][CH:17]=3)[CH2:12][CH2:11]2)[CH:5]=[CH:4][N:3]=1.O.[NH2:23][NH2:24], predict the reaction product. The product is: [C:8]([C:7]1[C:2]([NH:23][NH2:24])=[N:3][CH:4]=[CH:5][C:6]=1[N:10]1[CH2:15][CH2:14][CH:13]([C:16]2[CH:21]=[CH:20][CH:19]=[CH:18][CH:17]=2)[CH2:12][CH2:11]1)#[N:9]. (3) Given the reactants [NH2:1][C:2]1[CH:10]=[CH:9][C:8]([Br:11])=[CH:7][C:3]=1[C:4](O)=[O:5].[CH:12]([NH2:14])=O, predict the reaction product. The product is: [Br:11][C:8]1[CH:7]=[C:3]2[C:2](=[CH:10][CH:9]=1)[N:1]=[CH:12][NH:14][C:4]2=[O:5].